Task: Predict which catalyst facilitates the given reaction.. Dataset: Catalyst prediction with 721,799 reactions and 888 catalyst types from USPTO Reactant: C[O:2][C:3]1[CH:4]=[C:5]2[C:10](=[CH:11][CH:12]=1)[N:9]=[C:8]([CH3:13])[CH:7]=[C:6]2[C:14]([F:17])([F:16])[F:15].B(Br)(Br)Br.C(=O)(O)[O-].[Na+]. Product: [CH3:13][C:8]1[CH:7]=[C:6]([C:14]([F:16])([F:15])[F:17])[C:5]2[C:10](=[CH:11][CH:12]=[C:3]([OH:2])[CH:4]=2)[N:9]=1. The catalyst class is: 2.